Dataset: NCI-60 drug combinations with 297,098 pairs across 59 cell lines. Task: Regression. Given two drug SMILES strings and cell line genomic features, predict the synergy score measuring deviation from expected non-interaction effect. (1) Drug 1: COC1=CC(=CC(=C1O)OC)C2C3C(COC3=O)C(C4=CC5=C(C=C24)OCO5)OC6C(C(C7C(O6)COC(O7)C8=CC=CS8)O)O. Drug 2: C1CC(=O)NC(=O)C1N2C(=O)C3=CC=CC=C3C2=O. Cell line: SK-MEL-2. Synergy scores: CSS=45.7, Synergy_ZIP=-0.720, Synergy_Bliss=0.322, Synergy_Loewe=-40.6, Synergy_HSA=1.28. (2) Drug 1: C1=CC=C(C=C1)NC(=O)CCCCCCC(=O)NO. Drug 2: CCN(CC)CCCC(C)NC1=C2C=C(C=CC2=NC3=C1C=CC(=C3)Cl)OC. Cell line: PC-3. Synergy scores: CSS=25.9, Synergy_ZIP=-9.57, Synergy_Bliss=-5.41, Synergy_Loewe=-14.5, Synergy_HSA=-2.75. (3) Drug 1: CC1C(C(CC(O1)OC2CC(CC3=C2C(=C4C(=C3O)C(=O)C5=C(C4=O)C(=CC=C5)OC)O)(C(=O)C)O)N)O.Cl. Drug 2: CC1=C(C=C(C=C1)C(=O)NC2=CC(=CC(=C2)C(F)(F)F)N3C=C(N=C3)C)NC4=NC=CC(=N4)C5=CN=CC=C5. Cell line: CCRF-CEM. Synergy scores: CSS=44.7, Synergy_ZIP=9.04, Synergy_Bliss=12.2, Synergy_Loewe=-30.6, Synergy_HSA=8.35. (4) Drug 1: C1CC(=O)NC(=O)C1N2CC3=C(C2=O)C=CC=C3N. Drug 2: CC1=C(C=C(C=C1)NC(=O)C2=CC=C(C=C2)CN3CCN(CC3)C)NC4=NC=CC(=N4)C5=CN=CC=C5. Cell line: OVCAR-5. Synergy scores: CSS=14.4, Synergy_ZIP=2.63, Synergy_Bliss=7.63, Synergy_Loewe=6.89, Synergy_HSA=6.91. (5) Drug 1: CC1=C2C(C(=O)C3(C(CC4C(C3C(C(C2(C)C)(CC1OC(=O)C(C(C5=CC=CC=C5)NC(=O)OC(C)(C)C)O)O)OC(=O)C6=CC=CC=C6)(CO4)OC(=O)C)OC)C)OC. Drug 2: C1=NNC2=C1C(=O)NC=N2. Cell line: BT-549. Synergy scores: CSS=55.1, Synergy_ZIP=4.70, Synergy_Bliss=6.24, Synergy_Loewe=-26.0, Synergy_HSA=4.86. (6) Drug 1: CC1OCC2C(O1)C(C(C(O2)OC3C4COC(=O)C4C(C5=CC6=C(C=C35)OCO6)C7=CC(=C(C(=C7)OC)O)OC)O)O. Drug 2: CC1=C(C(CCC1)(C)C)C=CC(=CC=CC(=CC(=O)O)C)C. Cell line: SN12C. Synergy scores: CSS=32.5, Synergy_ZIP=-5.82, Synergy_Bliss=-3.11, Synergy_Loewe=-0.528, Synergy_HSA=1.11. (7) Drug 1: C1=CC(=CC=C1C#N)C(C2=CC=C(C=C2)C#N)N3C=NC=N3. Drug 2: CCN(CC)CCCC(C)NC1=C2C=C(C=CC2=NC3=C1C=CC(=C3)Cl)OC. Cell line: K-562. Synergy scores: CSS=22.0, Synergy_ZIP=-5.38, Synergy_Bliss=-2.52, Synergy_Loewe=5.43, Synergy_HSA=1.21. (8) Drug 1: CNC(=O)C1=CC=CC=C1SC2=CC3=C(C=C2)C(=NN3)C=CC4=CC=CC=N4. Drug 2: C1=CC(=CC=C1CCC2=CNC3=C2C(=O)NC(=N3)N)C(=O)NC(CCC(=O)O)C(=O)O. Cell line: U251. Synergy scores: CSS=35.8, Synergy_ZIP=-3.17, Synergy_Bliss=-4.39, Synergy_Loewe=-1.41, Synergy_HSA=-0.200. (9) Drug 1: CC1=C(C(CCC1)(C)C)C=CC(=CC=CC(=CC(=O)O)C)C. Drug 2: CC1CCC2CC(C(=CC=CC=CC(CC(C(=O)C(C(C(=CC(C(=O)CC(OC(=O)C3CCCCN3C(=O)C(=O)C1(O2)O)C(C)CC4CCC(C(C4)OC)O)C)C)O)OC)C)C)C)OC. Cell line: SF-268. Synergy scores: CSS=2.26, Synergy_ZIP=0.404, Synergy_Bliss=2.98, Synergy_Loewe=0.800, Synergy_HSA=1.75. (10) Drug 1: CC1=C2C(C(=O)C3(C(CC4C(C3C(C(C2(C)C)(CC1OC(=O)C(C(C5=CC=CC=C5)NC(=O)OC(C)(C)C)O)O)OC(=O)C6=CC=CC=C6)(CO4)OC(=O)C)O)C)O. Drug 2: CCC1(C2=C(COC1=O)C(=O)N3CC4=CC5=C(C=CC(=C5CN(C)C)O)N=C4C3=C2)O.Cl. Cell line: DU-145. Synergy scores: CSS=57.9, Synergy_ZIP=-4.63, Synergy_Bliss=-5.83, Synergy_Loewe=-6.27, Synergy_HSA=-3.15.